Dataset: Reaction yield outcomes from USPTO patents with 853,638 reactions. Task: Predict the reaction yield, written as a fraction of the theoretical maximum amount of product (1.0 means a 100% yield; for example, 0.34 means a 34% yield). (1) The reactants are [ClH:1].C(OCC)C.[CH3:7][NH:8][C:9]1[N:14]=[C:13]([NH:15][CH2:16][CH2:17][CH3:18])[N:12]=[C:11]([NH:19][CH2:20][C:21]#[CH:22])[N:10]=1. The catalyst is C(OCC)C. The product is [ClH:1].[CH3:7][NH:8][C:9]1[N:10]=[C:11]([NH:19][CH2:20][CH2:21][CH3:22])[N:12]=[C:13]([NH:15][CH2:16][C:17]#[CH:18])[N:14]=1. The yield is 1.00. (2) The reactants are [NH2:1][C:2]1[C:7]([F:8])=[C:6]([C:9]2[CH:14]=[CH:13][C:12]([Cl:15])=[C:11]([O:16][CH3:17])[C:10]=2[F:18])[N:5]=[C:4]([C:19]([O:21][CH:22]([CH3:24])[CH3:23])=[O:20])[CH:3]=1.C([O-])(=O)C.[Na+].[I:30]Cl. The catalyst is C(O)(=O)C.O. The product is [NH2:1][C:2]1[C:7]([F:8])=[C:6]([C:9]2[CH:14]=[CH:13][C:12]([Cl:15])=[C:11]([O:16][CH3:17])[C:10]=2[F:18])[N:5]=[C:4]([C:19]([O:21][CH:22]([CH3:24])[CH3:23])=[O:20])[C:3]=1[I:30]. The yield is 0.420.